Dataset: HIV replication inhibition screening data with 41,000+ compounds from the AIDS Antiviral Screen. Task: Binary Classification. Given a drug SMILES string, predict its activity (active/inactive) in a high-throughput screening assay against a specified biological target. The molecule is COC(=O)C1(C(=O)OC)CC(=O)c2cc3c(cc2-c2c(cc(OC)c(OC)c2OC)C1)OCO3. The result is 0 (inactive).